Dataset: NCI-60 drug combinations with 297,098 pairs across 59 cell lines. Task: Regression. Given two drug SMILES strings and cell line genomic features, predict the synergy score measuring deviation from expected non-interaction effect. (1) Drug 1: C1CN(CCN1C(=O)CCBr)C(=O)CCBr. Drug 2: C1=NNC2=C1C(=O)NC=N2. Cell line: SK-MEL-5. Synergy scores: CSS=30.6, Synergy_ZIP=-9.45, Synergy_Bliss=-2.46, Synergy_Loewe=-3.73, Synergy_HSA=0.851. (2) Drug 1: CC12CCC3C(C1CCC2O)C(CC4=C3C=CC(=C4)O)CCCCCCCCCS(=O)CCCC(C(F)(F)F)(F)F. Drug 2: CCC1=C2CN3C(=CC4=C(C3=O)COC(=O)C4(CC)O)C2=NC5=C1C=C(C=C5)O. Cell line: NCI-H460. Synergy scores: CSS=29.8, Synergy_ZIP=4.36, Synergy_Bliss=5.33, Synergy_Loewe=-83.9, Synergy_HSA=3.52. (3) Drug 1: CC1C(C(CC(O1)OC2CC(OC(C2O)C)OC3=CC4=CC5=C(C(=O)C(C(C5)C(C(=O)C(C(C)O)O)OC)OC6CC(C(C(O6)C)O)OC7CC(C(C(O7)C)O)OC8CC(C(C(O8)C)O)(C)O)C(=C4C(=C3C)O)O)O)O. Drug 2: CC1C(C(CC(O1)OC2CC(CC3=C2C(=C4C(=C3O)C(=O)C5=C(C4=O)C(=CC=C5)OC)O)(C(=O)CO)O)N)O.Cl. Cell line: A498. Synergy scores: CSS=67.7, Synergy_ZIP=7.59, Synergy_Bliss=11.6, Synergy_Loewe=5.24, Synergy_HSA=11.9. (4) Drug 1: CC1C(C(CC(O1)OC2CC(CC3=C2C(=C4C(=C3O)C(=O)C5=C(C4=O)C(=CC=C5)OC)O)(C(=O)CO)O)N)O.Cl. Drug 2: CN(CC1=CN=C2C(=N1)C(=NC(=N2)N)N)C3=CC=C(C=C3)C(=O)NC(CCC(=O)O)C(=O)O. Cell line: OVCAR-8. Synergy scores: CSS=32.1, Synergy_ZIP=-12.1, Synergy_Bliss=-15.7, Synergy_Loewe=-23.7, Synergy_HSA=-13.0. (5) Drug 1: C1=CC(=C2C(=C1NCCNCCO)C(=O)C3=C(C=CC(=C3C2=O)O)O)NCCNCCO. Drug 2: C1=CC=C(C(=C1)C(C2=CC=C(C=C2)Cl)C(Cl)Cl)Cl. Cell line: MALME-3M. Synergy scores: CSS=27.0, Synergy_ZIP=3.40, Synergy_Bliss=4.60, Synergy_Loewe=-24.8, Synergy_HSA=4.05. (6) Drug 1: COC1=CC(=CC(=C1O)OC)C2C3C(COC3=O)C(C4=CC5=C(C=C24)OCO5)OC6C(C(C7C(O6)COC(O7)C8=CC=CS8)O)O. Drug 2: CN(CCCl)CCCl.Cl. Cell line: HCC-2998. Synergy scores: CSS=32.9, Synergy_ZIP=-2.25, Synergy_Bliss=3.04, Synergy_Loewe=0.212, Synergy_HSA=4.12. (7) Drug 1: COC1=NC(=NC2=C1N=CN2C3C(C(C(O3)CO)O)O)N. Drug 2: CC1=C2C(C(=O)C3(C(CC4C(C3C(C(C2(C)C)(CC1OC(=O)C(C(C5=CC=CC=C5)NC(=O)C6=CC=CC=C6)O)O)OC(=O)C7=CC=CC=C7)(CO4)OC(=O)C)O)C)OC(=O)C. Cell line: HL-60(TB). Synergy scores: CSS=32.7, Synergy_ZIP=-0.285, Synergy_Bliss=-3.75, Synergy_Loewe=-47.9, Synergy_HSA=-5.29. (8) Drug 1: C1=CC(=CC=C1CC(C(=O)O)N)N(CCCl)CCCl.Cl. Drug 2: C(CC(=O)O)C(=O)CN.Cl. Cell line: RPMI-8226. Synergy scores: CSS=37.8, Synergy_ZIP=-10.1, Synergy_Bliss=-3.12, Synergy_Loewe=-3.85, Synergy_HSA=-3.61. (9) Drug 1: COC1=CC(=CC(=C1O)OC)C2C3C(COC3=O)C(C4=CC5=C(C=C24)OCO5)OC6C(C(C7C(O6)COC(O7)C8=CC=CS8)O)O. Drug 2: CC1=C(C(=CC=C1)Cl)NC(=O)C2=CN=C(S2)NC3=CC(=NC(=N3)C)N4CCN(CC4)CCO. Cell line: HS 578T. Synergy scores: CSS=25.1, Synergy_ZIP=-3.97, Synergy_Bliss=4.55, Synergy_Loewe=4.77, Synergy_HSA=6.18.